Dataset: Forward reaction prediction with 1.9M reactions from USPTO patents (1976-2016). Task: Predict the product of the given reaction. (1) Given the reactants [N:1]1[CH:6]=[CH:5][C:4]([NH2:7])=[CH:3][N:2]=1.N1C=CC=CC=1.Cl[C:15]([O:17][CH2:18][C:19]([Cl:22])([Cl:21])[Cl:20])=[O:16], predict the reaction product. The product is: [N:1]1[CH:6]=[CH:5][C:4]([NH:7][C:15](=[O:16])[O:17][CH2:18][C:19]([Cl:22])([Cl:21])[Cl:20])=[CH:3][N:2]=1. (2) Given the reactants [NH2:1]/[C:2](=[N:13]\[O:14][C:15](=O)[C:16]([CH3:19])([CH3:18])[CH3:17])/[CH2:3][CH2:4][NH:5][C:6](=[O:12])[O:7][C:8]([CH3:11])([CH3:10])[CH3:9].[F-].C([N+](CCCC)(CCCC)CCCC)CCC.CCOC(C)=O, predict the reaction product. The product is: [C:16]([C:15]1[O:14][N:13]=[C:2]([CH2:3][CH2:4][NH:5][C:6](=[O:12])[O:7][C:8]([CH3:11])([CH3:10])[CH3:9])[N:1]=1)([CH3:19])([CH3:18])[CH3:17]. (3) Given the reactants [NH2:1][C:2]1[CH2:8][C:7]([C:9]([O:11][CH2:12][CH3:13])=[O:10])=[CH:6][C:5]2[CH:14]=[C:15](Br)[CH:16]=[CH:17][C:4]=2[N:3]=1.[Cl:19][C:20]1[CH:21]=[C:22]([N:35]2[CH2:39][CH2:38][O:37][C:36]2=[O:40])[CH:23]=[CH:24][C:25]=1B1OC(C)(C)C(C)(C)O1.C(=O)([O-])[O-].[Cs+].[Cs+], predict the reaction product. The product is: [NH2:1][C:2]1[CH2:8][C:7]([C:9]([O:11][CH2:12][CH3:13])=[O:10])=[CH:6][C:5]2[CH:14]=[C:15]([C:25]3[CH:24]=[CH:23][C:22]([N:35]4[CH2:39][CH2:38][O:37][C:36]4=[O:40])=[CH:21][C:20]=3[Cl:19])[CH:16]=[CH:17][C:4]=2[N:3]=1. (4) Given the reactants [CH:1]1([CH2:4][NH:5][N:6]2[C:15]3[C:10](=[CH:11][CH:12]=[CH:13][CH:14]=3)[C:9]([OH:16])=[C:8]([C:17]3[NH:22][C:21]4[CH:23]=[CH:24][C:25]([OH:30])=[C:26]([N+:27]([O-:29])=[O:28])[C:20]=4[S:19](=[O:32])(=[O:31])[N:18]=3)[C:7]2=[O:33])[CH2:3][CH2:2]1.Br[CH2:35][C:36]([NH2:38])=[O:37].C(=O)([O-])[O-].[K+].[K+], predict the reaction product. The product is: [CH:1]1([CH2:4][NH:5][N:6]2[C:15]3[C:10](=[CH:11][CH:12]=[CH:13][CH:14]=3)[C:9]([OH:16])=[C:8]([C:17]3[NH:22][C:21]4[CH:23]=[CH:24][C:25]([O:30][CH2:35][C:36]([NH2:38])=[O:37])=[C:26]([N+:27]([O-:29])=[O:28])[C:20]=4[S:19](=[O:32])(=[O:31])[N:18]=3)[C:7]2=[O:33])[CH2:2][CH2:3]1.